From a dataset of Full USPTO retrosynthesis dataset with 1.9M reactions from patents (1976-2016). Predict the reactants needed to synthesize the given product. Given the product [Br:45][C:33]1[CH:34]=[CH:35][C:30]([O:29][C@H:20]2[C@H:19]([CH3:36])[O:18][C:17](=[O:37])[C@@H:16]([N:8]([C:6]([O:5][C:1]([CH3:2])([CH3:3])[CH3:4])=[O:7])[C:9](=[O:15])[O:10][C:11]([CH3:12])([CH3:13])[CH3:14])[CH2:24][CH2:23][CH2:22][C@@H:21]2[O:25][CH2:26][CH2:27][CH3:28])=[CH:31][CH:32]=1, predict the reactants needed to synthesize it. The reactants are: [C:1]([O:5][C:6]([N:8]([C@H:16]1[CH2:24][CH2:23][CH2:22][C@H:21]([O:25][CH2:26][CH2:27][CH3:28])[C@@H:20]([O:29][C:30]2[CH:35]=[CH:34][CH:33]=[CH:32][CH:31]=2)[C@H:19]([CH3:36])[O:18][C:17]1=[O:37])[C:9](=[O:15])[O:10][C:11]([CH3:14])([CH3:13])[CH3:12])=[O:7])([CH3:4])([CH3:3])[CH3:2].C1C(=O)N([Br:45])C(=O)C1.